Task: Predict the reactants needed to synthesize the given product.. Dataset: Full USPTO retrosynthesis dataset with 1.9M reactions from patents (1976-2016) (1) Given the product [F:56][C:57]([F:61])([F:60])[CH2:58][S:1][C:23]1[CH:28]=[C:27]([C:29]2[CH:34]=[CH:33][C:32]([C:35]([F:37])([F:36])[F:38])=[CH:31][CH:30]=2)[CH:26]=[CH:25][C:24]=1[O:39][CH2:40][O:41][CH2:42][CH3:43], predict the reactants needed to synthesize it. The reactants are: [S:1]([C:23]1[CH:28]=[C:27]([C:29]2[CH:34]=[CH:33][C:32]([C:35]([F:38])([F:37])[F:36])=[CH:31][CH:30]=2)[CH:26]=[CH:25][C:24]=1[O:39][CH2:40][O:41][CH2:42][CH3:43])C1C=C(C2C=CC(C(F)(F)F)=CC=2)C=CC=1OCOCC.C(S([O-])=O)O.[Na+].C(=O)([O-])[O-].[K+].[K+].[F:56][C:57]([F:61])([F:60])[CH2:58]I. (2) Given the product [CH3:1][O:2][C:3]1[CH:21]=[CH:20][C:6]([CH2:7][N:8]2[CH:12]=[C:11]([C:13]3[N:17]=[C:16]([OH:25])[S:15][CH:14]=3)[C:10]([CH3:19])=[N:9]2)=[CH:5][CH:4]=1, predict the reactants needed to synthesize it. The reactants are: [CH3:1][O:2][C:3]1[CH:21]=[CH:20][C:6]([CH2:7][N:8]2[CH:12]=[C:11]([C:13](=O)[CH2:14][S:15][C:16]#[N:17])[C:10]([CH3:19])=[N:9]2)=[CH:5][CH:4]=1.Cl.CC[OH:25]. (3) Given the product [NH:35]1[C:36]2[C:32](=[CH:31][CH:30]=[C:29]([NH:28][S:25]([C:22]3[CH:21]=[CH:20][C:19]([NH:18][CH:4]=[C:5]4[C:16]5[C:8](=[CH:9][CH:10]=[C:11]6[C:15]=5[S:14][CH:13]=[N:12]6)[NH:7][C:6]4=[O:17])=[CH:24][CH:23]=3)(=[O:27])=[O:26])[CH:37]=2)[CH:33]=[N:34]1, predict the reactants needed to synthesize it. The reactants are: C(O[CH:4]=[C:5]1[C:16]2[C:8](=[CH:9][CH:10]=[C:11]3[C:15]=2[S:14][CH:13]=[N:12]3)[NH:7][C:6]1=[O:17])C.[NH2:18][C:19]1[CH:24]=[CH:23][C:22]([S:25]([NH:28][C:29]2[CH:37]=[C:36]3[C:32]([CH:33]=[N:34][NH:35]3)=[CH:31][CH:30]=2)(=[O:27])=[O:26])=[CH:21][CH:20]=1. (4) Given the product [CH2:9]([NH:8][C:4]1[C:5]([CH3:7])=[CH:6][N:2]([CH3:1])[N:3]=1)[CH3:10], predict the reactants needed to synthesize it. The reactants are: [CH3:1][N:2]1[CH:6]=[C:5]([CH3:7])[C:4]([NH2:8])=[N:3]1.[CH:9](=O)[CH3:10].[Na]. (5) Given the product [C:44]([C:48]1[CH:67]=[CH:66][C:51]([CH2:52][N:53]([CH2:54][CH2:55][C:56]2[CH:57]=[CH:58][C:59]([C:62]([F:65])([F:63])[F:64])=[CH:60][CH:61]=2)[C:10]([C:8]2[CH:7]=[CH:6][CH:5]=[C:4]3[C:9]=2[NH:1][CH:2]=[CH:3]3)=[O:12])=[CH:50][CH:49]=1)([CH3:47])([CH3:45])[CH3:46], predict the reactants needed to synthesize it. The reactants are: [NH:1]1[C:9]2[C:4](=[CH:5][CH:6]=[CH:7][C:8]=2[C:10]([OH:12])=O)[CH:3]=[CH:2]1.CN(C(ON1N=NC2C=CC=CC1=2)=[N+](C)C)C.[B-](F)(F)(F)F.C(N(CC)C(C)C)(C)C.[C:44]([C:48]1[CH:67]=[CH:66][C:51]([CH2:52][NH:53][CH2:54][CH2:55][C:56]2[CH:61]=[CH:60][C:59]([C:62]([F:65])([F:64])[F:63])=[CH:58][CH:57]=2)=[CH:50][CH:49]=1)([CH3:47])([CH3:46])[CH3:45]. (6) Given the product [Cl:1][C:2]1[C:11]2[N:12]=[C:13]([CH2:14][O:15][CH2:16][CH3:17])[N:19]([CH2:20][C:21]#[CH:22])[C:10]=2[C:9]2[CH:8]=[CH:7][CH:6]=[CH:5][C:4]=2[N:3]=1, predict the reactants needed to synthesize it. The reactants are: [Cl:1][C:2]1[C:11]([NH:12][C:13](=O)[CH2:14][O:15][CH2:16][CH3:17])=[C:10]([NH:19][CH2:20][C:21]#[CH:22])[C:9]2[C:4](=[CH:5][CH:6]=[CH:7][CH:8]=2)[N:3]=1.C(N(CC)CC)C.